From a dataset of Full USPTO retrosynthesis dataset with 1.9M reactions from patents (1976-2016). Predict the reactants needed to synthesize the given product. (1) The reactants are: [O:1]1[C:5]([C:6]2[CH:7]=[C:8]([CH:10]=[C:11]([C:13]([F:16])([F:15])[F:14])[CH:12]=2)[NH2:9])=[CH:4][N:3]=[CH:2]1.[Cl:17][C:18]1[CH:19]=[C:20]([CH:24]=[CH:25][CH:26]=1)[C:21](Cl)=[O:22].C(N(CC)CC)C.O. Given the product [Cl:17][C:18]1[CH:19]=[C:20]([CH:24]=[CH:25][CH:26]=1)[C:21]([NH:9][C:8]1[CH:10]=[C:11]([C:13]([F:14])([F:15])[F:16])[CH:12]=[C:6]([C:5]2[O:1][CH:2]=[N:3][CH:4]=2)[CH:7]=1)=[O:22], predict the reactants needed to synthesize it. (2) Given the product [CH2:1]([O:4][C:5]1[CH:6]=[CH:7][C:8]([C:9]([NH:11][OH:12])=[NH:10])=[C:13]([CH3:19])[CH:14]=1)[CH:2]=[CH2:3], predict the reactants needed to synthesize it. The reactants are: [CH2:1]([O:4][C:5]1[C:14](C)=[CH:13][C:8]([C:9]([NH:11][OH:12])=[NH:10])=[CH:7][C:6]=1CC)[CH:2]=[CH2:3].O[C:19]1C=CC(C=O)=C(C)C=1. (3) Given the product [C:1]([O:5][CH2:6][CH:7]([O:15][C:23](=[O:27])[C:24]([CH3:26])=[CH2:25])[CH2:8][O:9][C:10](=[O:14])[C:11]([CH3:13])=[CH2:12])(=[O:4])[CH:2]=[CH2:3], predict the reactants needed to synthesize it. The reactants are: [C:1]([O:5][CH2:6][CH:7]([OH:15])[CH2:8][O:9][C:10](=[O:14])[C:11]([CH3:13])=[CH2:12])(=[O:4])[CH:2]=[CH2:3].C(N(CC)CC)C.[C:23](O[C:23](=[O:27])[C:24]([CH3:26])=[CH2:25])(=[O:27])[C:24]([CH3:26])=[CH2:25]. (4) Given the product [NH2:8][C:7]1[NH:6][C:5](=[O:9])[N:4]([CH2:10][CH2:11][CH3:12])[C:3](=[O:13])[C:2]=1[NH:1][C:19](=[O:20])[C:18]1[CH:22]=[CH:23][C:15]([Cl:14])=[N:16][CH:17]=1, predict the reactants needed to synthesize it. The reactants are: [NH2:1][C:2]1[C:3](=[O:13])[N:4]([CH2:10][CH2:11][CH3:12])[C:5](=[O:9])[NH:6][C:7]=1[NH2:8].[Cl:14][C:15]1[CH:23]=[CH:22][C:18]([C:19](O)=[O:20])=[CH:17][N:16]=1.CCN=C=NCCCN(C)C.Cl. (5) Given the product [CH3:18][S:19]([O:1][N:2]=[C:3]([C:6]1[CH:10]=[CH:9][S:8][CH:7]=1)[C:4]#[N:5])(=[O:21])=[O:20], predict the reactants needed to synthesize it. The reactants are: [OH:1][N:2]=[C:3]([C:6]1[CH:10]=[CH:9][S:8][CH:7]=1)[C:4]#[N:5].C(N(CC)CC)C.[CH3:18][S:19](Cl)(=[O:21])=[O:20].